Dataset: Peptide-MHC class II binding affinity with 134,281 pairs from IEDB. Task: Regression. Given a peptide amino acid sequence and an MHC pseudo amino acid sequence, predict their binding affinity value. This is MHC class II binding data. The peptide sequence is KTGQALVVGIYDEPM. The MHC is HLA-DQA10501-DQB10201 with pseudo-sequence HLA-DQA10501-DQB10201. The binding affinity (normalized) is 0.674.